From a dataset of Forward reaction prediction with 1.9M reactions from USPTO patents (1976-2016). Predict the product of the given reaction. (1) Given the reactants [Br:1][C:2]1[CH:19]=[CH:18][C:5]2[N:6]=[C:7]([C:9]3[CH:10]=[C:11]([CH:15]=[CH:16][CH:17]=3)[C:12]([NH2:14])=O)[O:8][C:4]=2[CH:3]=1.N1C=CC=CC=1.CN(C)C=O.C(Cl)(=O)C(Cl)=O, predict the reaction product. The product is: [Br:1][C:2]1[CH:19]=[CH:18][C:5]2[N:6]=[C:7]([C:9]3[CH:10]=[C:11]([CH:15]=[CH:16][CH:17]=3)[C:12]#[N:14])[O:8][C:4]=2[CH:3]=1. (2) Given the reactants C[O:2][C:3]([C:5]1[C:6]([O:13][CH3:14])=[N:7][C:8](Cl)=[N:9][C:10]=1[CH3:11])=O.C(=O)([O-])[O-].[K+].[K+].[CH2:21]([C:23]1[CH:28]=[CH:27][CH:26]=[C:25]([CH2:29][CH3:30])[C:24]=1B(O)O)[CH3:22], predict the reaction product. The product is: [CH2:21]([C:23]1[CH:28]=[CH:27][CH:26]=[C:25]([CH2:29][CH3:30])[C:24]=1[C:8]1[N:7]=[C:6]([O:13][CH3:14])[C:5]([C:3]([OH:2])([CH2:24][CH2:25][CH3:26])[CH2:22][CH2:21][CH3:23])=[C:10]([CH3:11])[N:9]=1)[CH3:22]. (3) Given the reactants [CH3:1][C:2]1[C:6]([CH3:7])=[C:5]([NH:8][C:9](=[O:16])OCC(Cl)(Cl)Cl)[O:4][N:3]=1.[S:17]1[CH:21]=[CH:20][CH:19]=[C:18]1[C:22]1[N:26]=[C:25]([N:27]2[CH2:32][CH2:31][NH:30][CH2:29][CH2:28]2)[S:24][N:23]=1.C(N(C(C)C)CC)(C)C.O, predict the reaction product. The product is: [CH3:1][C:2]1[C:6]([CH3:7])=[C:5]([NH:8][C:9]([N:30]2[CH2:29][CH2:28][N:27]([C:25]3[S:24][N:23]=[C:22]([C:18]4[S:17][CH:21]=[CH:20][CH:19]=4)[N:26]=3)[CH2:32][CH2:31]2)=[O:16])[O:4][N:3]=1. (4) Given the reactants [C:1]([N:3]=[C:4]1[N:19]([CH3:20])[C:7]2[CH:8]=[N:9][C:10]3[CH:11]=[CH:12][C:13](B(O)O)=[CH:14][C:15]=3[C:6]=2[N:5]1[C:21]1[CH:26]=[CH:25][C:24]([C:27]([C:30]#[N:31])([CH3:29])[CH3:28])=[CH:23][CH:22]=1)#[N:2].Br[C:33]1[CH:34]=[C:35]([NH:41][S:42]([C:45]2[CH:50]=[CH:49][CH:48]=[CH:47][CH:46]=2)(=[O:44])=[O:43])[C:36]([O:39][CH3:40])=[N:37][CH:38]=1.C(=O)([O-])[O-].[Na+].[Na+], predict the reaction product. The product is: [C:1]([N:3]=[C:4]1[N:19]([CH3:20])[C:7]2[CH:8]=[N:9][C:10]3[CH:11]=[CH:12][C:13]([C:33]4[CH:34]=[C:35]([NH:41][S:42]([C:45]5[CH:50]=[CH:49][CH:48]=[CH:47][CH:46]=5)(=[O:44])=[O:43])[C:36]([O:39][CH3:40])=[N:37][CH:38]=4)=[CH:14][C:15]=3[C:6]=2[N:5]1[C:21]1[CH:26]=[CH:25][C:24]([C:27]([C:30]#[N:31])([CH3:29])[CH3:28])=[CH:23][CH:22]=1)#[N:2]. (5) Given the reactants Cl[C:2]1[N:3]=[C:4]([NH:21][C:22]2[CH:30]=[CH:29][CH:28]=[C:27]3[C:23]=2[CH:24]=[N:25][NH:26]3)[C:5]2[CH:10]=[CH:9][N:8]([S:11]([C:14]3[CH:20]=[CH:19][C:17]([CH3:18])=[CH:16][CH:15]=3)(=[O:13])=[O:12])[C:6]=2[N:7]=1.[NH2:31][C:32]1[CH:40]=[CH:39][C:35]([C:36]([NH2:38])=[O:37])=[CH:34][CH:33]=1.C[Si](Cl)(C)C, predict the reaction product. The product is: [NH:26]1[C:27]2[C:23](=[C:22]([NH:21][C:4]3[C:5]4[CH:10]=[CH:9][N:8]([S:11]([C:14]5[CH:20]=[CH:19][C:17]([CH3:18])=[CH:16][CH:15]=5)(=[O:13])=[O:12])[C:6]=4[N:7]=[C:2]([NH:31][C:32]4[CH:40]=[CH:39][C:35]([C:36]([NH2:38])=[O:37])=[CH:34][CH:33]=4)[N:3]=3)[CH:30]=[CH:29][CH:28]=2)[CH:24]=[N:25]1. (6) Given the reactants Cl[C:2]1[C:7]([F:8])=[CH:6][CH:5]=[CH:4][N:3]=1.[NH:9]1[CH2:14][CH2:13][NH:12][CH2:11][CH2:10]1, predict the reaction product. The product is: [F:8][C:7]1[C:2]([N:9]2[CH2:14][CH2:13][NH:12][CH2:11][CH2:10]2)=[N:3][CH:4]=[CH:5][CH:6]=1. (7) Given the reactants [NH2:1][C:2]1[CH:7]=[CH:6][C:5]([C:8]2[O:12][CH:11]=[N:10][CH:9]=2)=[C:4]([O:13][CH3:14])[CH:3]=1.[N+:15]([C:18]1[CH:19]=[C:20]([N:24]=[C:25]=[O:26])[CH:21]=[CH:22][CH:23]=1)([O-:17])=[O:16], predict the reaction product. The product is: [N+:15]([C:18]1[CH:19]=[C:20]([NH:24][C:25]([NH:1][C:2]2[CH:7]=[CH:6][C:5]([C:8]3[O:12][CH:11]=[N:10][CH:9]=3)=[C:4]([O:13][CH3:14])[CH:3]=2)=[O:26])[CH:21]=[CH:22][CH:23]=1)([O-:17])=[O:16]. (8) The product is: [S:1](=[O:3])=[O:2].[C:4]1([S:10][C:11]([F:13])([F:12])[C:14]([F:16])([F:15])[S:1]([F:24])(=[O:3])=[O:2])[CH:9]=[CH:8][CH:7]=[CH:6][CH:5]=1. Given the reactants [S:1](=[O:3])=[O:2].[C:4]1([S:10][C:11]([C:14]([Si](C)(C)C)([F:16])[F:15])([F:13])[F:12])[CH:9]=[CH:8][CH:7]=[CH:6][CH:5]=1.[F-].[Cs+].[B-](F)(F)(F)[F:24].[B-](F)(F)(F)F.C1[N+]2(CCl)CC[N+](F)(CC2)C1, predict the reaction product. (9) Given the reactants [CH2:1]([O:8][CH2:9][N:10]1[C:18]2[C:17]([NH2:19])=[N:16][C:15]([CH2:20][CH2:21][CH2:22][CH3:23])=[N:14][C:13]=2[C:12](I)=[CH:11]1)[C:2]1[CH:7]=[CH:6][CH:5]=[CH:4][CH:3]=1.C(N(CC)CC)C.[CH2:32]([CH:35]1[CH2:40][CH2:39][N:38]([C:41]([O:43][C:44]([CH3:47])([CH3:46])[CH3:45])=[O:42])[CH2:37][CH2:36]1)[C:33]#[CH:34], predict the reaction product. The product is: [NH2:19][C:17]1[C:18]2[N:10]([CH2:9][O:8][CH2:1][C:2]3[CH:7]=[CH:6][CH:5]=[CH:4][CH:3]=3)[CH:11]=[C:12]([C:34]#[C:33][CH2:32][CH:35]3[CH2:40][CH2:39][N:38]([C:41]([O:43][C:44]([CH3:47])([CH3:46])[CH3:45])=[O:42])[CH2:37][CH2:36]3)[C:13]=2[N:14]=[C:15]([CH2:20][CH2:21][CH2:22][CH3:23])[N:16]=1. (10) Given the reactants C(OC([N:8]1[CH2:13][CH2:12][N:11]([C:14]2[CH:19]=[C:18]([N:20]([S:22]([C:25]3[CH:30]=[CH:29][CH:28]=[C:27]([O:31][CH:32]([F:34])[F:33])[CH:26]=3)(=[O:24])=[O:23])[CH3:21])[CH:17]=[CH:16][C:15]=2[O:35][CH3:36])[CH2:10][CH2:9]1)=O)(C)(C)C.[ClH:37], predict the reaction product. The product is: [ClH:37].[F:34][CH:32]([F:33])[O:31][C:27]1[CH:26]=[C:25]([S:22]([N:20]([C:18]2[CH:17]=[CH:16][C:15]([O:35][CH3:36])=[C:14]([N:11]3[CH2:10][CH2:9][NH:8][CH2:13][CH2:12]3)[CH:19]=2)[CH3:21])(=[O:24])=[O:23])[CH:30]=[CH:29][CH:28]=1.